This data is from Forward reaction prediction with 1.9M reactions from USPTO patents (1976-2016). The task is: Predict the product of the given reaction. (1) Given the reactants [CH2:1]([C:3]([C:17]1[CH:22]=[CH:21][C:20]([OH:23])=[C:19]([CH3:24])[CH:18]=1)([C:6]1[S:10][C:9]2[CH:11]=[C:12]([O:15][CH3:16])[CH:13]=[CH:14][C:8]=2[CH:7]=1)[CH2:4][CH3:5])[CH3:2].Br[CH2:26][C:27]([O:29][CH3:30])=[O:28].C(=O)([O-])[O-].[K+].[K+].[I-].[K+], predict the reaction product. The product is: [CH3:30][O:29][C:27](=[O:28])[CH2:26][O:23][C:20]1[CH:21]=[CH:22][C:17]([C:3]([CH2:4][CH3:5])([C:6]2[S:10][C:9]3[CH:11]=[C:12]([O:15][CH3:16])[CH:13]=[CH:14][C:8]=3[CH:7]=2)[CH2:1][CH3:2])=[CH:18][C:19]=1[CH3:24]. (2) Given the reactants [CH3:1][C:2](OC(C)=O)=[O:3].[F:8][C:9]([F:14])([F:13])[C:10]([OH:12])=[O:11].[NH:15]1[CH2:18][CH:17]([NH:19][C:20]2[C:21]([CH3:40])=[N:22][C:23]3[C:28]([N:29]=2)=[C:27]([C:30]2[NH:38][C:37]4[CH2:36][CH2:35][NH:34][C:33](=[O:39])[C:32]=4[CH:31]=2)[CH:26]=[CH:25][CH:24]=3)[CH2:16]1.CCN(C(C)C)C(C)C, predict the reaction product. The product is: [F:8][C:9]([F:14])([F:13])[C:10]([OH:12])=[O:11].[C:2]([N:15]1[CH2:16][CH:17]([NH:19][C:20]2[C:21]([CH3:40])=[N:22][C:23]3[C:28]([N:29]=2)=[C:27]([C:30]2[NH:38][C:37]4[CH2:36][CH2:35][NH:34][C:33](=[O:39])[C:32]=4[CH:31]=2)[CH:26]=[CH:25][CH:24]=3)[CH2:18]1)(=[O:3])[CH3:1]. (3) Given the reactants [H-].[Na+].[CH2:3]([N:10]1[CH2:15][CH2:14][N:13]([CH2:16][CH2:17][CH2:18][NH:19][C:20](=[O:25])[O:21][CH2:22][CH2:23]Cl)[CH2:12][CH2:11]1)[C:4]1[CH:9]=[CH:8][CH:7]=[CH:6][CH:5]=1, predict the reaction product. The product is: [CH2:3]([N:10]1[CH2:15][CH2:14][N:13]([CH2:16][CH2:17][CH2:18][N:19]2[CH2:23][CH2:22][O:21][C:20]2=[O:25])[CH2:12][CH2:11]1)[C:4]1[CH:9]=[CH:8][CH:7]=[CH:6][CH:5]=1. (4) Given the reactants Br[C:2]1[CH:7]=[CH:6][C:5]([C@@H:8]2[CH2:10][C@H:9]2[NH:11][C:12](=[O:18])[O:13][C:14]([CH3:17])([CH3:16])[CH3:15])=[CH:4][CH:3]=1.C(=O)([O-])[O-].[K+].[K+].[F:25][C:26]([F:37])([F:36])[C:27]1[CH:28]=[C:29](B(O)O)[CH:30]=[CH:31][CH:32]=1, predict the reaction product. The product is: [F:25][C:26]([F:37])([F:36])[C:27]1[CH:32]=[C:31]([C:2]2[CH:7]=[CH:6][C:5]([C@@H:8]3[CH2:10][C@H:9]3[NH:11][C:12](=[O:18])[O:13][C:14]([CH3:17])([CH3:16])[CH3:15])=[CH:4][CH:3]=2)[CH:30]=[CH:29][CH:28]=1. (5) The product is: [Br:1][C:2]1[CH:3]=[CH:4][C:5]([CH3:35])=[C:6]([NH:8][C:9]([C:11]2[N:12]=[CH:13][NH:14][C:15]=2[C:16]([NH:18][C:19]2[NH:23][C:22]3[C:24]([O:28][CH:29]4[CH2:34][CH2:33][N:32]([CH3:36])[CH2:31][CH2:30]4)=[CH:25][CH:26]=[CH:27][C:21]=3[N:20]=2)=[O:17])=[O:10])[CH:7]=1. Given the reactants [Br:1][C:2]1[CH:3]=[CH:4][C:5]([CH3:35])=[C:6]([NH:8][C:9]([C:11]2[N:12]=[CH:13][NH:14][C:15]=2[C:16]([NH:18][C:19]2[NH:23][C:22]3[C:24]([O:28][CH:29]4[CH2:34][CH2:33][NH:32][CH2:31][CH2:30]4)=[CH:25][CH:26]=[CH:27][C:21]=3[N:20]=2)=[O:17])=[O:10])[CH:7]=1.[C:36](#N)C.C=O.C([BH3-])#N.[Na+], predict the reaction product.